This data is from Reaction yield outcomes from USPTO patents with 853,638 reactions. The task is: Predict the reaction yield, written as a fraction of the theoretical maximum amount of product (1.0 means a 100% yield; for example, 0.34 means a 34% yield). (1) The yield is 0.790. The product is [C:14]([OH:35])(=[O:39])[CH3:15].[NH2:7][CH:8]1[CH2:9][CH2:10][N:11]([C:14]([C:15]2[CH:16]=[CH:17][C:18]([C:21]3[N:25]4[N:26]=[C:27]([NH:30][CH2:31][CH2:32][CH2:33][CH3:34])[CH:28]=[CH:29][C:24]4=[N:23][CH:22]=3)=[CH:19][CH:20]=2)=[O:35])[CH2:12][CH2:13]1. The reactants are C(OC(=O)[NH:7][CH:8]1[CH2:13][CH2:12][N:11]([C:14](=[O:35])[C:15]2[CH:20]=[CH:19][C:18]([C:21]3[N:25]4[N:26]=[C:27]([NH:30][CH2:31][CH2:32][CH2:33][CH3:34])[CH:28]=[CH:29][C:24]4=[N:23][CH:22]=3)=[CH:17][CH:16]=2)[CH2:10][CH2:9]1)(C)(C)C.C(Cl)(=[O:39])C. No catalyst specified. (2) The reactants are C(N(CC)CC)C.[Cl:8][CH:9]([Cl:13])[C:10](Cl)=[O:11].[CH2:14]([O:21][C:22]1[C:23]([CH3:31])=[C:24]([CH3:30])[C:25]([NH2:29])=[N:26][C:27]=1[CH3:28])[C:15]1[CH:20]=[CH:19][CH:18]=[CH:17][CH:16]=1. The catalyst is C(Cl)Cl. The product is [CH2:14]([O:21][C:22]1[C:23]([CH3:31])=[C:24]([CH3:30])[C:25]([NH:29][C:10](=[O:11])[CH:9]([Cl:13])[Cl:8])=[N:26][C:27]=1[CH3:28])[C:15]1[CH:16]=[CH:17][CH:18]=[CH:19][CH:20]=1. The yield is 0.740. (3) The reactants are [CH2:1]([C:3]1[N:7]([C:8]2[N:16]=[C:15]3[C:11]([N:12]=[C:13]([C:18]([CH:20]4[CH2:25][CH2:24][NH:23][CH2:22][CH2:21]4)=[O:19])[N:14]3[CH3:17])=[C:10]([N:26]3[CH2:31][CH2:30][O:29][CH2:28][CH2:27]3)[N:9]=2)[C:6]2[CH:32]=[CH:33][CH:34]=[CH:35][C:5]=2[N:4]=1)[CH3:2].CCN(CC)CC.[C:43](Cl)(=[O:47])[CH:44]([CH3:46])[CH3:45]. The catalyst is C(Cl)Cl. The product is [CH2:1]([C:3]1[N:7]([C:8]2[N:16]=[C:15]3[C:11]([N:12]=[C:13]([C:18]([CH:20]4[CH2:21][CH2:22][N:23]([C:43](=[O:47])[CH:44]([CH3:46])[CH3:45])[CH2:24][CH2:25]4)=[O:19])[N:14]3[CH3:17])=[C:10]([N:26]3[CH2:27][CH2:28][O:29][CH2:30][CH2:31]3)[N:9]=2)[C:6]2[CH:32]=[CH:33][CH:34]=[CH:35][C:5]=2[N:4]=1)[CH3:2]. The yield is 0.130. (4) The reactants are [CH:1]1([N:7]2[CH2:11][CH:10]([CH2:12][OH:13])[CH2:9][C:8]2=[O:14])[CH2:6][CH2:5][CH2:4][CH2:3][CH2:2]1.[H-].[Na+].I[CH3:18]. The catalyst is ClCCl. The product is [CH:1]1([N:7]2[CH2:11][CH:10]([CH2:12][O:13][CH3:18])[CH2:9][C:8]2=[O:14])[CH2:6][CH2:5][CH2:4][CH2:3][CH2:2]1. The yield is 0.700. (5) The reactants are Cl[C:2]1[C:3]([C:11]([O:13][CH2:14][CH3:15])=[O:12])=[N:4][N:5]([CH3:10])[C:6](=[O:9])[C:7]=1[CH3:8].[F:16][C:17]1[CH:23]=[C:22]([S:24][CH3:25])[CH:21]=[CH:20][C:18]=1[NH2:19]. No catalyst specified. The product is [F:16][C:17]1[CH:23]=[C:22]([S:24][CH3:25])[CH:21]=[CH:20][C:18]=1[NH:19][C:2]1[C:3]([C:11]([O:13][CH2:14][CH3:15])=[O:12])=[N:4][N:5]([CH3:10])[C:6](=[O:9])[C:7]=1[CH3:8]. The yield is 0.810. (6) The reactants are [Li]CCCC.[Si:6]([O:13][CH2:14][CH2:15][CH2:16][C:17]1[S:18][CH:19]=[CH:20][N:21]=1)([C:9]([CH3:12])([CH3:11])[CH3:10])([CH3:8])[CH3:7].[CH3:22][O:23][C:24]([C:26]1[CH:27]2[N:42]([C:43]([O:45][C:46]([CH3:49])([CH3:48])[CH3:47])=[O:44])[CH:31]([CH2:32][C:33]=1OS(C(F)(F)F)(=O)=O)[CH2:30][N:29]([C:50]([O:52][C:53]([CH3:56])([CH3:55])[CH3:54])=[O:51])[CH2:28]2)=[O:25]. The product is [CH3:22][O:23][C:24]([C:26]1[CH:27]2[N:42]([C:43]([O:45][C:46]([CH3:49])([CH3:47])[CH3:48])=[O:44])[CH:31]([CH2:32][C:33]=1[C:19]1[S:18][C:17]([CH2:16][CH2:15][CH2:14][O:13][Si:6]([C:9]([CH3:12])([CH3:10])[CH3:11])([CH3:7])[CH3:8])=[N:21][CH:20]=1)[CH2:30][N:29]([C:50]([O:52][C:53]([CH3:56])([CH3:55])[CH3:54])=[O:51])[CH2:28]2)=[O:25]. The catalyst is C1COCC1.[Cl-].[Cl-].[Zn+2].C1C=CC([P]([Pd]([P](C2C=CC=CC=2)(C2C=CC=CC=2)C2C=CC=CC=2)([P](C2C=CC=CC=2)(C2C=CC=CC=2)C2C=CC=CC=2)[P](C2C=CC=CC=2)(C2C=CC=CC=2)C2C=CC=CC=2)(C2C=CC=CC=2)C2C=CC=CC=2)=CC=1. The yield is 0.730. (7) The reactants are COCOC1C=C([C@@H](N2CC[C@H](OCOC)C2)CO)C=CC=1.[CH3:23][O:24][CH2:25][O:26][C:27]1[CH:28]=[C:29]([C@H:33](O)[CH2:34][N:35]2[CH2:39][CH2:38][C@H:37]([O:40][CH2:41][O:42][CH3:43])[CH2:36]2)[CH:30]=[CH:31][CH:32]=1.[CH3:45][NH:46][C:47]1[CH:56]=[CH:55][C:50]([C:51]([O:53][CH3:54])=[O:52])=[CH:49][CH:48]=1. No catalyst specified. The product is [CH3:23][O:24][CH2:25][O:26][C:27]1[CH:28]=[C:29]([C@H:33]([N:46]([C:47]2[CH:56]=[CH:55][C:50]([C:51]([O:53][CH3:54])=[O:52])=[CH:49][CH:48]=2)[CH3:45])[CH2:34][N:35]2[CH2:39][CH2:38][C@H:37]([O:40][CH2:41][O:42][CH3:43])[CH2:36]2)[CH:30]=[CH:31][CH:32]=1. The yield is 0.600. (8) The reactants are [CH3:1][O:2][C:3]([C:5]1[CH:14]=[C:13]([OH:15])[C:12]2[C:7](=[CH:8][C:9]([Cl:17])=[CH:10][C:11]=2[Cl:16])[CH:6]=1)=[O:4].C([O-])([O-])=O.[K+].[K+].Br[CH2:25][C:26]([C:28]1[CH:33]=[CH:32][C:31]([O:34][CH3:35])=[CH:30][CH:29]=1)=[O:27]. The catalyst is CCCC[N+](CCCC)(CCCC)CCCC.[I-].CN(C=O)C.O. The product is [CH3:1][O:2][C:3]([C:5]1[CH:14]=[C:13]([O:15][CH2:25][C:26]([C:28]2[CH:33]=[CH:32][C:31]([O:34][CH3:35])=[CH:30][CH:29]=2)=[O:27])[C:12]2[C:7](=[CH:8][C:9]([Cl:17])=[CH:10][C:11]=2[Cl:16])[CH:6]=1)=[O:4]. The yield is 0.830. (9) The reactants are S(=O)(=O)(O)O.[C:6]1([CH:13]=[CH:12][CH:11]=[C:9]([OH:10])[CH:8]=1)[OH:7].C([O:16][C:17](=O)[CH:18]([CH2:22][C:23]1[CH:28]=[CH:27][CH:26]=[C:25]([N+:29]([O-:31])=[O:30])[C:24]=1[F:32])[C:19](=O)[CH3:20])C. The catalyst is O. The product is [F:32][C:24]1[C:25]([N+:29]([O-:31])=[O:30])=[CH:26][CH:27]=[CH:28][C:23]=1[CH2:22][C:18]1[C:17](=[O:16])[O:7][C:6]2[CH:8]=[C:9]([OH:10])[CH:11]=[CH:12][C:13]=2[C:19]=1[CH3:20]. The yield is 0.640. (10) The reactants are C([C:3]1[CH:13]=[C:12]([Br:14])[CH:11]=[CH:10][C:4]=1[O:5][CH2:6][C:7](O)=O)=O.C([O-])(=O)C.[Na+].C(OC(=O)C)(=O)C. The catalyst is C(O)(=O)C. The product is [Br:14][C:12]1[CH:13]=[CH:3][C:4]2[O:5][CH:6]=[CH:7][C:10]=2[CH:11]=1. The yield is 0.400.